From a dataset of Merck oncology drug combination screen with 23,052 pairs across 39 cell lines. Regression. Given two drug SMILES strings and cell line genomic features, predict the synergy score measuring deviation from expected non-interaction effect. (1) Drug 1: Nc1ccn(C2OC(CO)C(O)C2(F)F)c(=O)n1. Drug 2: NC(=O)c1cccc2cn(-c3ccc(C4CCCNC4)cc3)nc12. Cell line: EFM192B. Synergy scores: synergy=13.5. (2) Drug 1: CN1C(=O)C=CC2(C)C3CCC4(C)C(NC(=O)OCC(F)(F)F)CCC4C3CCC12. Drug 2: O=C(NOCC(O)CO)c1ccc(F)c(F)c1Nc1ccc(I)cc1F. Cell line: T47D. Synergy scores: synergy=29.5.